Dataset: Reaction yield outcomes from USPTO patents with 853,638 reactions. Task: Predict the reaction yield, written as a fraction of the theoretical maximum amount of product (1.0 means a 100% yield; for example, 0.34 means a 34% yield). (1) The reactants are [S:1]1[C:5]2[CH:6]=[CH:7][C:8]([NH:10][C:11]3[C:20]4[C:15](=[CH:16][CH:17]=[C:18]([S:21][CH:22]5[CH2:27][CH2:26]S[CH2:24][CH2:23]5)[CH:19]=4)[N:14]=[CH:13][CH:12]=3)=[CH:9][C:4]=2[N:3]=[CH:2]1.O[O:29][S:30]([O-:32])=O.[K+].[OH2:34].C1C[O:38]CC1. No catalyst specified. The product is [S:1]1[C:5]2[CH:6]=[CH:7][C:8]([NH:10][C:11]3[C:20]4[C:15](=[CH:16][CH:17]=[C:18]([S:21]([CH:22]5[CH2:27][CH2:26][S:30](=[O:32])(=[O:29])[CH2:24][CH2:23]5)(=[O:38])=[O:34])[CH:19]=4)[N:14]=[CH:13][CH:12]=3)=[CH:9][C:4]=2[N:3]=[CH:2]1. The yield is 0.362. (2) The reactants are Br[C:2]1[N:6]([S:7]([C:10]2[CH:11]=[N:12][CH:13]=[CH:14][CH:15]=2)(=[O:9])=[O:8])[CH:5]=[C:4]([CH2:16][N:17]([CH3:25])[C:18](=[O:24])[O:19][C:20]([CH3:23])([CH3:22])[CH3:21])[CH:3]=1.O.[F:27][C:28]1[CH:29]=[N:30][CH:31]=[CH:32][C:33]=1B(O)O.C(=O)([O-])O.[Na+].COCCOC. The catalyst is C1C=CC([P]([Pd]([P](C2C=CC=CC=2)(C2C=CC=CC=2)C2C=CC=CC=2)([P](C2C=CC=CC=2)(C2C=CC=CC=2)C2C=CC=CC=2)[P](C2C=CC=CC=2)(C2C=CC=CC=2)C2C=CC=CC=2)(C2C=CC=CC=2)C2C=CC=CC=2)=CC=1.O. The product is [C:20]([O:19][C:18](=[O:24])[N:17]([CH2:16][C:4]1[CH:3]=[C:2]([C:33]2[CH:32]=[CH:31][N:30]=[CH:29][C:28]=2[F:27])[N:6]([S:7]([C:10]2[CH:11]=[N:12][CH:13]=[CH:14][CH:15]=2)(=[O:9])=[O:8])[CH:5]=1)[CH3:25])([CH3:23])([CH3:22])[CH3:21]. The yield is 0.270.